From a dataset of Catalyst prediction with 721,799 reactions and 888 catalyst types from USPTO. Predict which catalyst facilitates the given reaction. (1) Reactant: [Cl:1][C:2]1[CH:7]=[CH:6][C:5]([NH:8][C@@H:9]2[CH2:13][CH2:12][S:11](=[O:15])(=[O:14])[C:10]2([CH3:17])[CH3:16])=[C:4]([N+:18]([O-])=O)[CH:3]=1. Product: [Cl:1][C:2]1[CH:3]=[C:4]([NH2:18])[C:5]([NH:8][C@@H:9]2[CH2:13][CH2:12][S:11](=[O:14])(=[O:15])[C:10]2([CH3:16])[CH3:17])=[CH:6][CH:7]=1. The catalyst class is: 94. (2) Reactant: CS(O[C@@H:6]1[CH2:10][N:9]([C:11]([O:13][C:14]([CH3:17])([CH3:16])[CH3:15])=[O:12])[C@@H:8]([CH2:18][O:19][C:20]2[CH:25]=[CH:24][CH:23]=[CH:22][CH:21]=2)[CH2:7]1)(=O)=O.C([NH:30][N:31]=[N+:32]=[N-])(C)(C)C. Product: [N:30]([C@H:6]1[CH2:10][N:9]([C:11]([O:13][C:14]([CH3:17])([CH3:16])[CH3:15])=[O:12])[C@@H:8]([CH2:18][O:19][C:20]2[CH:25]=[CH:24][CH:23]=[CH:22][CH:21]=2)[CH2:7]1)=[N+:31]=[N-:32]. The catalyst class is: 10.